From a dataset of Peptide-MHC class I binding affinity with 185,985 pairs from IEDB/IMGT. Regression. Given a peptide amino acid sequence and an MHC pseudo amino acid sequence, predict their binding affinity value. This is MHC class I binding data. The peptide sequence is LPSDFFPSV. The MHC is HLA-B35:01 with pseudo-sequence HLA-B35:01. The binding affinity (normalized) is 0.501.